From a dataset of Catalyst prediction with 721,799 reactions and 888 catalyst types from USPTO. Predict which catalyst facilitates the given reaction. (1) Reactant: [Cl:1][C:2]1[CH:7]=[CH:6][N:5]=[C:4]2[NH:8][C:9]([C:11]3[CH:16]=[CH:15][C:14]([CH2:17][N:18]4[CH2:23][CH2:22][N:21]([CH3:24])[CH2:20][CH2:19]4)=[CH:13][CH:12]=3)=[N:10][C:3]=12.[CH3:25][O:26][C:27]1[CH:32]=[CH:31][C:30](B(O)O)=[CH:29][CH:28]=1.C(=O)([O-])[O-].[Na+].[Na+]. Product: [ClH:1].[CH3:25][O:26][C:27]1[CH:32]=[CH:31][C:30]([C:2]2[CH:7]=[CH:6][N:5]=[C:4]3[NH:8][C:9]([C:11]4[CH:16]=[CH:15][C:14]([CH2:17][N:18]5[CH2:23][CH2:22][N:21]([CH3:24])[CH2:20][CH2:19]5)=[CH:13][CH:12]=4)=[N:10][C:3]=23)=[CH:29][CH:28]=1. The catalyst class is: 140. (2) Reactant: C([O:3][C:4](=[O:24])[C:5]([OH:23])([C:19]([F:22])([F:21])[F:20])[CH2:6][C:7]([C:10]1[CH:15]=[CH:14][C:13](Br)=[CH:12][C:11]=1[O:17][CH3:18])([CH3:9])[CH3:8])C.[CH3:25][N:26](C)C=O. Product: [C:25]([C:13]1[CH:14]=[CH:15][C:10]([C:7]([CH3:8])([CH3:9])[CH2:6][C:5]([OH:23])([C:19]([F:22])([F:20])[F:21])[C:4]([OH:3])=[O:24])=[C:11]([O:17][CH3:18])[CH:12]=1)#[N:26]. The catalyst class is: 507.